From a dataset of Forward reaction prediction with 1.9M reactions from USPTO patents (1976-2016). Predict the product of the given reaction. (1) The product is: [F:16][CH:15]([F:17])[C:12]1[CH:13]=[CH:14][C:9]([C:7]2[O:8][C:4]3[CH:3]=[C:2]([B:23]4[O:24][C:25]([CH3:27])([CH3:26])[C:21]([CH3:37])([CH3:20])[O:22]4)[CH:19]=[CH:18][C:5]=3[N:6]=2)=[CH:10][CH:11]=1. Given the reactants Br[C:2]1[CH:19]=[CH:18][C:5]2[N:6]=[C:7]([C:9]3[CH:14]=[CH:13][C:12]([CH:15]([F:17])[F:16])=[CH:11][CH:10]=3)[O:8][C:4]=2[CH:3]=1.[CH3:20][C:21]1([CH3:37])[C:25]([CH3:27])([CH3:26])[O:24][B:23]([B:23]2[O:24][C:25]([CH3:27])([CH3:26])[C:21]([CH3:37])([CH3:20])[O:22]2)[O:22]1.C([O-])(=O)C.[K+].C(Cl)Cl, predict the reaction product. (2) Given the reactants [CH3:1][C@H:2]1[C@@H:7]([CH3:8])[N:6]2[C:9]3[N:15]=[C:14]([C:16]([O:18]CC)=[O:17])[CH:13]=[CH:12][C:10]=3[CH:11]=[C:5]2[C:4](=[O:21])[NH:3]1.[OH-].[Na+], predict the reaction product. The product is: [CH3:1][C@H:2]1[C@@H:7]([CH3:8])[N:6]2[C:9]3[N:15]=[C:14]([C:16]([OH:18])=[O:17])[CH:13]=[CH:12][C:10]=3[CH:11]=[C:5]2[C:4](=[O:21])[NH:3]1. (3) Given the reactants Cl.[C:2]([O:5][C@H:6]1[C@H:11]([NH2:12])[C@@H:10]([O:13][C:14](=[O:16])[CH3:15])[C@H:9]([O:17][C:18](=[O:20])[CH3:19])[C@@H:8]([CH2:21][O:22][C:23](=[O:25])[CH3:24])[O:7]1)(=[O:4])[CH3:3].C(N(CC)CC)C.[CH3:33][O:34][CH2:35][C:36](Cl)=[O:37], predict the reaction product. The product is: [C:2]([O:5][C@H:6]1[C@H:11]([NH:12][C:36](=[O:37])[CH2:35][O:34][CH3:33])[C@@H:10]([O:13][C:14](=[O:16])[CH3:15])[C@H:9]([O:17][C:18](=[O:20])[CH3:19])[C@@H:8]([CH2:21][O:22][C:23](=[O:25])[CH3:24])[O:7]1)(=[O:4])[CH3:3].